From a dataset of Reaction yield outcomes from USPTO patents with 853,638 reactions. Predict the reaction yield, written as a fraction of the theoretical maximum amount of product (1.0 means a 100% yield; for example, 0.34 means a 34% yield). The reactants are C(NC(C)C)(C)C.C([Li])CCC.CCCCCC.[CH3:19][C:20]([C:22]1[CH:27]=[CH:26][C:25]([O:28][CH3:29])=[CH:24][CH:23]=1)=[O:21].[CH2:30]([O:37][C:38]([N:40]1[CH2:45][CH2:44][CH:43]([C:46](Cl)=[O:47])[CH2:42][CH2:41]1)=[O:39])[C:31]1[CH:36]=[CH:35][CH:34]=[CH:33][CH:32]=1.[Cl-].[NH4+]. The catalyst is O1CCCC1. The product is [CH2:30]([O:37][C:38]([N:40]1[CH2:45][CH2:44][CH:43]([C:46](=[O:47])[CH2:19][C:20]([C:22]2[CH:27]=[CH:26][C:25]([O:28][CH3:29])=[CH:24][CH:23]=2)=[O:21])[CH2:42][CH2:41]1)=[O:39])[C:31]1[CH:36]=[CH:35][CH:34]=[CH:33][CH:32]=1. The yield is 0.760.